From a dataset of Forward reaction prediction with 1.9M reactions from USPTO patents (1976-2016). Predict the product of the given reaction. (1) The product is: [F:1][C:2]1[CH:3]=[C:4]([NH:9][C:10]2[C:11]([NH2:18])=[C:12]([F:17])[CH:13]=[C:14]([F:16])[CH:15]=2)[CH:5]=[C:6]([F:8])[CH:7]=1. Given the reactants [F:1][C:2]1[CH:3]=[C:4]([NH:9][C:10]2[CH:15]=[C:14]([F:16])[CH:13]=[C:12]([F:17])[C:11]=2[N+:18]([O-])=O)[CH:5]=[C:6]([F:8])[CH:7]=1.O, predict the reaction product. (2) Given the reactants [CH3:1][O:2][C:3]1[CH:8]=[CH:7][CH:6]=[CH:5][C:4]=1[C:9]1[NH:10][C:11]2[C:16]([CH:17]=1)=[CH:15][C:14]([CH:18]1[CH2:23][CH2:22][N:21]([CH2:24][CH2:25][N:26]([CH3:34])C(=O)OC(C)(C)C)[CH2:20][CH2:19]1)=[CH:13][CH:12]=2.[Cl:35]N1C(=O)CCC1=O, predict the reaction product. The product is: [Cl:35][C:17]1[C:16]2[C:11](=[CH:12][CH:13]=[C:14]([CH:18]3[CH2:23][CH2:22][N:21]([CH2:24][CH2:25][NH:26][CH3:34])[CH2:20][CH2:19]3)[CH:15]=2)[NH:10][C:9]=1[C:4]1[CH:5]=[CH:6][CH:7]=[CH:8][C:3]=1[O:2][CH3:1]. (3) The product is: [F:1][C:2]1[CH:3]=[CH:4][C:5]([CH:8]2[CH2:13][CH2:12][N:11]([C:14]([O:16][C:17]([CH3:18])([CH3:20])[CH3:19])=[O:15])[CH2:10][CH:9]2[O:21][CH2:23][C:24]2[C:33]([O:34][CH3:35])=[CH:32][C:31]3[C:26](=[CH:27][CH:28]=[CH:29][CH:30]=3)[CH:25]=2)=[CH:6][CH:7]=1. Given the reactants [F:1][C:2]1[CH:7]=[CH:6][C:5]([CH:8]2[CH2:13][CH2:12][N:11]([C:14]([O:16][C:17]([CH3:20])([CH3:19])[CH3:18])=[O:15])[CH2:10][CH:9]2[OH:21])=[CH:4][CH:3]=1.Br[CH2:23][C:24]1[C:33]([O:34][CH3:35])=[CH:32][C:31]2[C:26](=[CH:27][CH:28]=[CH:29][CH:30]=2)[CH:25]=1, predict the reaction product. (4) Given the reactants [CH3:1][O:2][C:3]1[CH:4]=[C:5]([C:11]2[CH:15]=[C:14]([CH2:16][CH2:17][CH:18]=O)[O:13][N:12]=2)[CH:6]=[CH:7][C:8]=1[O:9][CH3:10].[C:20]1([CH:26]([C:33]2[CH:38]=[CH:37][CH:36]=[CH:35][CH:34]=2)[N:27]2[CH2:32][CH2:31][NH:30][CH2:29][CH2:28]2)[CH:25]=[CH:24][CH:23]=[CH:22][CH:21]=1.[BH-](OC(C)=O)(OC(C)=O)OC(C)=O.[Na+], predict the reaction product. The product is: [C:33]1([CH:26]([C:20]2[CH:25]=[CH:24][CH:23]=[CH:22][CH:21]=2)[N:27]2[CH2:28][CH2:29][N:30]([CH2:18][CH2:17][CH2:16][C:14]3[O:13][N:12]=[C:11]([C:5]4[CH:6]=[CH:7][C:8]([O:9][CH3:10])=[C:3]([O:2][CH3:1])[CH:4]=4)[CH:15]=3)[CH2:31][CH2:32]2)[CH:34]=[CH:35][CH:36]=[CH:37][CH:38]=1. (5) Given the reactants [CH2:1]([N:3](CC)CC)[CH3:2].C(OC(Cl)=O)C(C)C.[CH3:16][O:17][CH2:18][O:19][C:20]1[CH:25]=[C:24]([O:26][CH2:27][O:28][CH3:29])[CH:23]=[CH:22][C:21]=1[CH:30]1[CH2:35][CH2:34][CH2:33][CH:32]([C:36]([OH:38])=O)[CH2:31]1.C(N)C, predict the reaction product. The product is: [CH3:16][O:17][CH2:18][O:19][C:20]1[CH:25]=[C:24]([O:26][CH2:27][O:28][CH3:29])[CH:23]=[CH:22][C:21]=1[CH:30]1[CH2:35][CH2:34][CH2:33][CH:32]([C:36]([NH:3][CH2:1][CH3:2])=[O:38])[CH2:31]1. (6) Given the reactants [I:1][CH2:2][C:3]1[N:4]=[C:5]([C:14]2[CH:19]=[CH:18][C:17](C)=[CH:16][CH:15]=2)[O:6][C:7]=1[C:8]1C=CC=C[CH:9]=1.C([C:23](=[O:28])C(=NO)C)C.C(=O)C1C=CC=C(OC)C=1, predict the reaction product. The product is: [I:1][CH2:2][C:3]1[N:4]=[C:5]([C:14]2[CH:19]=[CH:18][CH:17]=[C:16]([O:28][CH3:23])[CH:15]=2)[O:6][C:7]=1[CH2:8][CH3:9]. (7) Given the reactants [F:1][C:2]([C:5]1[O:6][CH:7]=[C:8]([CH2:10][N:11]2[N:15]=[C:14]([NH2:16])[CH:13]=[N:12]2)[N:9]=1)([F:4])[CH3:3].[CH3:17][C:18]1[O:19][C:20]([C:26]2[CH:27]=[C:28]([CH3:32])[CH:29]=[CH:30][CH:31]=2)=[C:21]([C:23](O)=[O:24])[N:22]=1, predict the reaction product. The product is: [F:4][C:2]([C:5]1[O:6][CH:7]=[C:8]([CH2:10][N:11]2[N:15]=[C:14]([NH:16][C:23]([C:21]3[N:22]=[C:18]([CH3:17])[O:19][C:20]=3[C:26]3[CH:27]=[C:28]([CH3:32])[CH:29]=[CH:30][CH:31]=3)=[O:24])[CH:13]=[N:12]2)[N:9]=1)([F:1])[CH3:3].